Dataset: Catalyst prediction with 721,799 reactions and 888 catalyst types from USPTO. Task: Predict which catalyst facilitates the given reaction. (1) The catalyst class is: 14. Product: [F:38][C:2]([F:1])([F:37])[C:3]1[CH:4]=[C:5]([C@H:13]2[O:17][C:16](=[O:18])[N:15]([CH2:19][C:20]3[CH:25]=[C:24]([C:26]([F:27])([F:28])[F:29])[CH:23]=[CH:22][C:21]=3[C:30]3[N:39]=[C:40]([C:42]4[CH:51]=[CH:50][C:45]([C:46]([O:48][CH3:49])=[O:47])=[CH:44][C:43]=4[CH3:52])[S:41][C:31]=3[CH2:32][CH3:33])[C@H:14]2[CH3:36])[CH:6]=[C:7]([C:9]([F:10])([F:12])[F:11])[CH:8]=1. Reactant: [F:1][C:2]([F:38])([F:37])[C:3]1[CH:4]=[C:5]([C@H:13]2[O:17][C:16](=[O:18])[N:15]([CH2:19][C:20]3[CH:25]=[C:24]([C:26]([F:29])([F:28])[F:27])[CH:23]=[CH:22][C:21]=3[C:30](=O)[CH:31](Br)[CH2:32][CH3:33])[C@H:14]2[CH3:36])[CH:6]=[C:7]([C:9]([F:12])([F:11])[F:10])[CH:8]=1.[NH2:39][C:40]([C:42]1[CH:51]=[CH:50][C:45]([C:46]([O:48][CH3:49])=[O:47])=[CH:44][C:43]=1[CH3:52])=[S:41]. (2) Reactant: Cl.Cl.[N:3]1[CH:8]=[CH:7][CH:6]=[CH:5][C:4]=1[C@H:9]([NH2:11])[CH3:10].C(N(CC)C(C)C)(C)C.[F:21][C:22]1[CH:30]=[C:29]2[C:25]([C:26]([C:32]3[N:33]=[C:34]4[C:40]([C:41](O)=[O:42])=[CH:39][N:38]([CH2:44][O:45][CH2:46][CH2:47][Si:48]([CH3:51])([CH3:50])[CH3:49])[C:35]4=[N:36][CH:37]=3)=[N:27][N:28]2[CH3:31])=[CH:24][CH:23]=1.CN(C(ON1N=NC2C=CC=NC1=2)=[N+](C)C)C.F[P-](F)(F)(F)(F)F. Product: [N:3]1[CH:8]=[CH:7][CH:6]=[CH:5][C:4]=1[C@H:9]([NH:11][C:41]([C:40]1[C:34]2[C:35](=[N:36][CH:37]=[C:32]([C:26]3[C:25]4[C:29](=[CH:30][C:22]([F:21])=[CH:23][CH:24]=4)[N:28]([CH3:31])[N:27]=3)[N:33]=2)[N:38]([CH2:44][O:45][CH2:46][CH2:47][Si:48]([CH3:51])([CH3:50])[CH3:49])[CH:39]=1)=[O:42])[CH3:10]. The catalyst class is: 3.